From a dataset of Peptide-MHC class II binding affinity with 134,281 pairs from IEDB. Regression. Given a peptide amino acid sequence and an MHC pseudo amino acid sequence, predict their binding affinity value. This is MHC class II binding data. The MHC is HLA-DQA10102-DQB10501 with pseudo-sequence HLA-DQA10102-DQB10501. The binding affinity (normalized) is 0.465. The peptide sequence is NFGKRELKCGDGIFI.